Dataset: Forward reaction prediction with 1.9M reactions from USPTO patents (1976-2016). Task: Predict the product of the given reaction. (1) Given the reactants [C:1]([CH2:3][NH:4][C:5](=[O:35])[NH:6][C:7]1[CH:8]=[C:9]([C:13]2[C:14]3[C:21]([C:22]([O:24][CH2:25][CH3:26])=[O:23])=[CH:20][N:19](COCC[Si](C)(C)C)[C:15]=3[N:16]=[CH:17][N:18]=2)[CH:10]=[CH:11][CH:12]=1)#[N:2].CCCC[N+](CCCC)(CCCC)CCCC.[F-].C1COCC1, predict the reaction product. The product is: [C:1]([CH2:3][NH:4][C:5](=[O:35])[NH:6][C:7]1[CH:8]=[C:9]([C:13]2[C:14]3[C:21]([C:22]([O:24][CH2:25][CH3:26])=[O:23])=[CH:20][NH:19][C:15]=3[N:16]=[CH:17][N:18]=2)[CH:10]=[CH:11][CH:12]=1)#[N:2]. (2) Given the reactants C(OC([N:11]1[CH2:16][CH2:15][CH:14]([C:17]([N:19]([CH2:26][CH2:27][CH2:28][N:29]2[CH2:34][CH2:33][CH:32]([CH2:35][C:36]3[CH:41]=[CH:40][CH:39]=[CH:38][CH:37]=3)[CH2:31][CH2:30]2)[C:20]2[CH:25]=[CH:24][CH:23]=[CH:22][CH:21]=2)=[O:18])[CH2:13][CH2:12]1)=O)C1C=CC=CC=1, predict the reaction product. The product is: [CH2:35]([CH:32]1[CH2:33][CH2:34][N:29]([CH2:28][CH2:27][CH2:26][N:19]([C:20]2[CH:21]=[CH:22][CH:23]=[CH:24][CH:25]=2)[C:17]([CH:14]2[CH2:15][CH2:16][NH:11][CH2:12][CH2:13]2)=[O:18])[CH2:30][CH2:31]1)[C:36]1[CH:41]=[CH:40][CH:39]=[CH:38][CH:37]=1.